From a dataset of Forward reaction prediction with 1.9M reactions from USPTO patents (1976-2016). Predict the product of the given reaction. (1) The product is: [C:31]1([C:34]2[CH:39]=[CH:38][CH:37]=[CH:36][CH:35]=2)[CH:30]=[CH:29][C:28]([CH2:27][CH:18]([C:17]([NH:16][C:11]2([CH2:10][C:9]([OH:41])=[O:8])[CH2:12][CH2:13][CH2:14][CH2:15]2)=[O:40])[CH2:19][C:20]([OH:22])=[O:21])=[CH:33][CH:32]=1. Given the reactants C([O:8][C:9](=[O:41])[CH2:10][C:11]1([NH:16][C:17](=[O:40])[CH:18]([CH2:27][C:28]2[CH:33]=[CH:32][C:31]([C:34]3[CH:39]=[CH:38][CH:37]=[CH:36][CH:35]=3)=[CH:30][CH:29]=2)[CH2:19][C:20]([O:22]C(C)(C)C)=[O:21])[CH2:15][CH2:14][CH2:13][CH2:12]1)C1C=CC=CC=1, predict the reaction product. (2) Given the reactants [CH2:1]1[C:3]2([CH2:8][CH2:7][CH:6]([CH2:9][NH:10]C(=O)OCC3C=CC=CC=3)[CH2:5][CH2:4]2)[CH2:2]1.[ClH:21], predict the reaction product. The product is: [ClH:21].[CH2:2]1[C:3]2([CH2:8][CH2:7][CH:6]([CH2:9][NH2:10])[CH2:5][CH2:4]2)[CH2:1]1. (3) Given the reactants [CH2:1]([O:8][C:9]([N:11]1[CH2:16][CH2:15][NH:14][CH2:13][C@@H:12]1[CH3:17])=[O:10])[C:2]1[CH:7]=[CH:6][CH:5]=[CH:4][CH:3]=1.C(N(CC)CC)C.Cl[C:26]([O:28][CH2:29][CH3:30])=[O:27], predict the reaction product. The product is: [CH2:29]([O:28][C:26]([N:14]1[CH2:15][CH2:16][N:11]([C:9]([O:8][CH2:1][C:2]2[CH:3]=[CH:4][CH:5]=[CH:6][CH:7]=2)=[O:10])[C@@H:12]([CH3:17])[CH2:13]1)=[O:27])[CH3:30]. (4) The product is: [CH3:8][O:7][C:5](=[O:6])[CH:4]([C:15]1[CH:20]=[C:19]([S:21][CH3:22])[N:18]=[CH:17][N:16]=1)[C:3]([O:10][CH3:11])=[O:9]. Given the reactants [H-].[Na+].[C:3]([O:10][CH3:11])(=[O:9])[CH2:4][C:5]([O:7][CH3:8])=[O:6].[H][H].Cl[C:15]1[CH:20]=[C:19]([S:21][CH3:22])[N:18]=[CH:17][N:16]=1, predict the reaction product.